Dataset: CYP2D6 inhibition data for predicting drug metabolism from PubChem BioAssay. Task: Regression/Classification. Given a drug SMILES string, predict its absorption, distribution, metabolism, or excretion properties. Task type varies by dataset: regression for continuous measurements (e.g., permeability, clearance, half-life) or binary classification for categorical outcomes (e.g., BBB penetration, CYP inhibition). Dataset: cyp2d6_veith. (1) The drug is FC(F)(F)c1cnc(/C=C/Nc2ccccc2Cl)c(Cl)c1. The result is 0 (non-inhibitor). (2) The drug is O=c1c2ccccc2nc(SCc2ccccc2Cl)n1Cc1ccccc1. The result is 0 (non-inhibitor). (3) The drug is COCCn1c(=O)c(-c2cccs2)nc2cnc(OC)nc21. The result is 0 (non-inhibitor). (4) The result is 0 (non-inhibitor). The molecule is CC1CN(C(=O)c2cc3c(s2)CCC3)CC(C)O1. (5) The drug is NS(=O)(=O)c1cc2c(cc1Cl)NC=NS2(=O)=O. The result is 0 (non-inhibitor). (6) The drug is O=C(c1ccncc1)N1CCC2(CC1)CCN(c1ccccc1)CC2. The result is 0 (non-inhibitor).